This data is from NCI-60 drug combinations with 297,098 pairs across 59 cell lines. The task is: Regression. Given two drug SMILES strings and cell line genomic features, predict the synergy score measuring deviation from expected non-interaction effect. Drug 1: C1CCN(CC1)CCOC2=CC=C(C=C2)C(=O)C3=C(SC4=C3C=CC(=C4)O)C5=CC=C(C=C5)O. Drug 2: CCCS(=O)(=O)NC1=C(C(=C(C=C1)F)C(=O)C2=CNC3=C2C=C(C=N3)C4=CC=C(C=C4)Cl)F. Cell line: 786-0. Synergy scores: CSS=13.6, Synergy_ZIP=0.612, Synergy_Bliss=2.19, Synergy_Loewe=-1.08, Synergy_HSA=2.16.